Task: Regression. Given two drug SMILES strings and cell line genomic features, predict the synergy score measuring deviation from expected non-interaction effect.. Dataset: NCI-60 drug combinations with 297,098 pairs across 59 cell lines (1) Synergy scores: CSS=21.4, Synergy_ZIP=2.40, Synergy_Bliss=3.34, Synergy_Loewe=-2.30, Synergy_HSA=0.0418. Cell line: NCI-H460. Drug 1: CC12CCC3C(C1CCC2=O)CC(=C)C4=CC(=O)C=CC34C. Drug 2: C1=CC(=CC=C1C#N)C(C2=CC=C(C=C2)C#N)N3C=NC=N3. (2) Drug 1: CC1=CC2C(CCC3(C2CCC3(C(=O)C)OC(=O)C)C)C4(C1=CC(=O)CC4)C. Drug 2: CS(=O)(=O)CCNCC1=CC=C(O1)C2=CC3=C(C=C2)N=CN=C3NC4=CC(=C(C=C4)OCC5=CC(=CC=C5)F)Cl. Cell line: HCT-15. Synergy scores: CSS=8.56, Synergy_ZIP=6.16, Synergy_Bliss=10.1, Synergy_Loewe=5.19, Synergy_HSA=6.83.